From a dataset of Catalyst prediction with 721,799 reactions and 888 catalyst types from USPTO. Predict which catalyst facilitates the given reaction. (1) Reactant: [CH3:1][N:2]1[C:6]([CH2:7][O:8][C:9]2[N:14]=[N:13][C:12]([C:15]([OH:17])=O)=[CH:11][CH:10]=2)=[C:5]([C:18]2[CH:23]=[CH:22][CH:21]=[CH:20][N:19]=2)[N:4]=[N:3]1.CN(C(ON1N=NC2C=CC=CC1=2)=[N+](C)C)C.[B-](F)(F)(F)F.CCN(C(C)C)C(C)C.[NH2:55][CH:56]1[CH2:61][CH2:60][O:59][CH2:58][CH2:57]1. Product: [O:59]1[CH2:60][CH2:61][CH:56]([NH:55][C:15]([C:12]2[N:13]=[N:14][C:9]([O:8][CH2:7][C:6]3[N:2]([CH3:1])[N:3]=[N:4][C:5]=3[C:18]3[CH:23]=[CH:22][CH:21]=[CH:20][N:19]=3)=[CH:10][CH:11]=2)=[O:17])[CH2:57][CH2:58]1. The catalyst class is: 3. (2) Reactant: BrC[C:3]1[C:12]([N+:13]([O-:15])=[O:14])=[CH:11][C:10]([Cl:16])=[CH:9][C:4]=1[C:5]([O:7][CH3:8])=[O:6]. Product: [Cl:16][C:10]1[CH:9]=[C:4]2[C:3]([CH2:8][O:7][C:5]2=[O:6])=[C:12]([N+:13]([O-:15])=[O:14])[CH:11]=1. The catalyst class is: 38. (3) Reactant: [Cr](Cl)([O-])(=O)=O.[NH+]1C=CC=CC=1.[F:12][C:13]([F:60])([F:59])[C:14]1[CH:15]=[C:16]([C@H:24]([N:26]([CH3:58])[C:27]([N:29]2[CH2:49][CH2:48][C@:32]3([N:36]([C:37]([O:39][CH2:40][C:41]4[CH:46]=[CH:45][CH:44]=[CH:43][CH:42]=4)=[O:38])[CH:35]([OH:47])[CH2:34][CH2:33]3)[CH2:31][C@@H:30]2[C:50]2[CH:55]=[CH:54][C:53]([F:56])=[CH:52][C:51]=2[CH3:57])=[O:28])[CH3:25])[CH:17]=[C:18]([C:20]([F:23])([F:22])[F:21])[CH:19]=1.O. Product: [F:60][C:13]([F:12])([F:59])[C:14]1[CH:15]=[C:16]([C@H:24]([N:26]([CH3:58])[C:27]([N:29]2[CH2:49][CH2:48][C@:32]3([N:36]([C:37]([O:39][CH2:40][C:41]4[CH:46]=[CH:45][CH:44]=[CH:43][CH:42]=4)=[O:38])[C:35](=[O:47])[CH2:34][CH2:33]3)[CH2:31][C@@H:30]2[C:50]2[CH:55]=[CH:54][C:53]([F:56])=[CH:52][C:51]=2[CH3:57])=[O:28])[CH3:25])[CH:17]=[C:18]([C:20]([F:23])([F:21])[F:22])[CH:19]=1. The catalyst class is: 2.